From a dataset of Full USPTO retrosynthesis dataset with 1.9M reactions from patents (1976-2016). Predict the reactants needed to synthesize the given product. (1) Given the product [CH3:13][C:14]1[CH:23]=[CH:22][C:17]([C:18]([O:20][CH3:21])=[O:19])=[CH:16][C:15]=1[C:2]1[NH:6][C:5]([CH:7]2[CH2:12][CH2:11][O:10][CH2:9][CH2:8]2)=[N:4][CH:3]=1, predict the reactants needed to synthesize it. The reactants are: I[C:2]1[NH:6][C:5]([CH:7]2[CH2:12][CH2:11][O:10][CH2:9][CH2:8]2)=[N:4][CH:3]=1.[CH3:13][C:14]1[CH:23]=[CH:22][C:17]([C:18]([O:20][CH3:21])=[O:19])=[CH:16][C:15]=1B1OC(C)(C)C(C)(C)O1.C(=O)([O-])[O-].[K+].[K+].O. (2) The reactants are: [BH4-].[Li+].C[O:4][C:5]([CH:7]1[CH2:11][CH:10]([OH:12])[CH2:9][N:8]1[C:13](=[O:30])[CH2:14][CH2:15][CH2:16][CH2:17][CH2:18][NH:19][C:20]([O:22][CH2:23][C:24]1[CH:29]=[CH:28][CH:27]=[CH:26][CH:25]=1)=[O:21])=O. Given the product [CH2:23]([O:22][C:20](=[O:21])[NH:19][CH2:18][CH2:17][CH2:16][CH2:15][CH2:14][C:13]([N:8]1[CH2:9][CH:10]([OH:12])[CH2:11][CH:7]1[CH2:5][OH:4])=[O:30])[C:24]1[CH:25]=[CH:26][CH:27]=[CH:28][CH:29]=1, predict the reactants needed to synthesize it. (3) Given the product [CH:20]1([CH2:25][CH2:26][NH:27][CH2:18][C:16]2[CH:15]=[CH:14][C:3]([O:4][C:5]3[CH:6]=[CH:7][C:8]([C:11]([NH2:13])=[O:12])=[N:9][CH:10]=3)=[C:2]([F:1])[CH:17]=2)[CH2:24][CH2:23][CH2:22][CH2:21]1, predict the reactants needed to synthesize it. The reactants are: [F:1][C:2]1[CH:17]=[C:16]([CH:18]=O)[CH:15]=[CH:14][C:3]=1[O:4][C:5]1[CH:6]=[CH:7][C:8]([C:11]([NH2:13])=[O:12])=[N:9][CH:10]=1.[CH:20]1([CH2:25][CH2:26][NH2:27])[CH2:24][CH2:23][CH2:22][CH2:21]1.[BH4-].[Na+]. (4) Given the product [F:22][C@H:20]1[CH2:21][N:17]([C:15](=[O:16])[C@@H:14]([NH:13][C@@H:8]([C:5]2[CH:6]=[CH:7][C:2]([C:39]3[CH:38]=[CH:37][C:36]([O:43][CH3:42])=[CH:41][CH:40]=3)=[CH:3][CH:4]=2)[C:9]([F:12])([F:11])[F:10])[CH2:27][CH:28]([CH3:30])[CH3:29])[C@@H:18]2[C@@H:25]([OH:26])[CH2:24][O:23][C@H:19]12, predict the reactants needed to synthesize it. The reactants are: Br[C:2]1[CH:7]=[CH:6][C:5]([C@H:8]([NH:13][C@@H:14]([CH2:27][CH:28]([CH3:30])[CH3:29])[C:15]([N:17]2[CH2:21][C@H:20]([F:22])[C@H:19]3[O:23][CH2:24][C@H:25]([OH:26])[C@@H:18]23)=[O:16])[C:9]([F:12])([F:11])[F:10])=[CH:4][CH:3]=1.COOB([C:36]1[CH:41]=[CH:40][CH:39]=[CH:38][CH:37]=1)O.[CH3:42][O:43]C.C(O)C. (5) Given the product [Cl:19][C:7]1[C:6]2[C:11](=[CH:12][C:3]([O:2][CH3:1])=[C:4]([CH3:16])[CH:5]=2)[N:10]=[C:9]([CH3:13])[C:8]=1[CH3:14], predict the reactants needed to synthesize it. The reactants are: [CH3:1][O:2][C:3]1[CH:12]=[C:11]2[C:6]([C:7](O)=[C:8]([CH3:14])[C:9]([CH3:13])=[N:10]2)=[CH:5][C:4]=1[CH3:16].O=P(Cl)(Cl)[Cl:19]. (6) Given the product [ClH:21].[Cl:30][C:23]1[C:24]([CH3:29])=[C:25]([CH:26]=[CH:27][C:22]=1[Cl:21])[O:1][CH:2]1[CH2:7][CH2:6][NH:5][CH2:4][CH2:3]1, predict the reactants needed to synthesize it. The reactants are: [OH:1][CH:2]1[CH2:7][CH2:6][NH:5][CH2:4][CH2:3]1.CC(C)([O-])C.[K+].CN1CCCC1=O.[Cl:21][C:22]1[CH:27]=[CH:26][C:25](F)=[C:24]([CH3:29])[C:23]=1[Cl:30]. (7) The reactants are: [Cl:1][C:2]1[CH:7]=[C:6]([Cl:8])[N:5]=[C:4](SC)[N:3]=1.Cl[C:12]1C=C(C=CC=1)C(OO)=O.[S:22]([O-:26])([O-])(=[O:24])=S.[Na+].[Na+].C(=O)([O-])O.[Na+]. Given the product [Cl:1][C:2]1[CH:7]=[C:6]([Cl:8])[N:5]=[C:4]([S:22]([CH3:12])(=[O:26])=[O:24])[N:3]=1, predict the reactants needed to synthesize it. (8) Given the product [OH2:22].[ClH:1].[ClH:1].[CH2:4]1[C:5]2[C:10](=[CH:9][CH:8]=[CH:7][CH:6]=2)[CH2:2][CH:3]1[NH:11][C:12]1[N:13]=[CH:14][C:15]2[CH2:20][NH:19][CH2:18][C:16]=2[N:17]=1, predict the reactants needed to synthesize it. The reactants are: [ClH:1].[CH2:2]1[C:10]2[C:5](=[CH:6][CH:7]=[CH:8][CH:9]=2)[CH2:4][CH:3]1[NH:11][C:12]1[N:13]=[CH:14][C:15]2[CH2:20][N:19](C(OC(C)(C)C)=[O:22])[CH2:18][C:16]=2[N:17]=1.